Dataset: Full USPTO retrosynthesis dataset with 1.9M reactions from patents (1976-2016). Task: Predict the reactants needed to synthesize the given product. (1) Given the product [NH2:9][C:5]1[CH:6]=[C:7]([F:8])[C:2]([F:1])=[C:3]([C@:12]2([CH3:23])[C@H:18]3[C@:16]([CH2:19][O:20][CH3:21])([CH2:17]3)[S:15][C:14]([NH2:22])=[N:13]2)[CH:4]=1, predict the reactants needed to synthesize it. The reactants are: [F:1][C:2]1[C:7]([F:8])=[CH:6][C:5]([N+:9]([O-])=O)=[CH:4][C:3]=1[C@:12]1([CH3:23])[C@H:18]2[C@:16]([CH2:19][O:20][CH3:21])([CH2:17]2)[S:15][C:14]([NH2:22])=[N:13]1. (2) Given the product [CH2:16]([C:18]1[CH:23]=[C:22]([CH3:24])[CH:21]=[C:20]([CH2:25][CH3:26])[C:19]=1[C:27](=[O:31])[C:28]([N:2]([CH3:1])[N:3]=[C:4]([CH3:8])[CH2:5][S:6][CH3:7])=[O:29])[CH3:17], predict the reactants needed to synthesize it. The reactants are: [CH3:1][NH:2][N:3]=[C:4]([CH3:8])[CH2:5][S:6][CH3:7].C(N(CC)CC)C.[CH2:16]([C:18]1[CH:23]=[C:22]([CH3:24])[CH:21]=[C:20]([CH2:25][CH3:26])[C:19]=1[C:27](=[O:31])[C:28](Cl)=[O:29])[CH3:17].O. (3) Given the product [CH3:37][N:32]1[C:31]2[NH:30][C:29]3[CH:38]=[C:39]([CH3:42])[CH:40]=[CH:41][C:28]=3[N:27]([C:25]([C:22]3[CH:23]=[CH:24][C:19]([CH2:18][NH:17][C:13]([CH:10]4[CH2:12][CH2:11]4)=[O:14])=[C:20]([F:43])[CH:21]=3)=[O:26])[CH2:36][C:35]=2[CH:34]=[N:33]1, predict the reactants needed to synthesize it. The reactants are: CCN(C(C)C)C(C)C.[CH:10]1([C:13](Cl)=[O:14])[CH2:12][CH2:11]1.Cl.[NH2:17][CH2:18][C:19]1[CH:24]=[CH:23][C:22]([C:25]([N:27]2[CH2:36][C:35]3[CH:34]=[N:33][N:32]([CH3:37])[C:31]=3[NH:30][C:29]3[CH:38]=[C:39]([CH3:42])[CH:40]=[CH:41][C:28]2=3)=[O:26])=[CH:21][C:20]=1[F:43]. (4) Given the product [CH3:1][O:2][C:3]([CH3:5])=[CH:4][C:14](=[O:15])[C:13]([F:24])([F:23])[F:12], predict the reactants needed to synthesize it. The reactants are: [CH3:1][O:2][C:3]([CH3:5])=[CH2:4].N1C=CC=CC=1.[F:12][C:13]([F:24])([F:23])[C:14](O[C:14](=[O:15])[C:13]([F:24])([F:23])[F:12])=[O:15]. (5) Given the product [F:28][C:29]([F:42])([F:41])[S:30]([O:12][CH:11]1[CH2:10][CH2:9][O:8][CH:7]1[C:1]1[CH:2]=[CH:3][CH:4]=[CH:5][CH:6]=1)(=[O:32])=[O:31], predict the reactants needed to synthesize it. The reactants are: [C:1]1([CH:7]2[CH:11]([OH:12])[CH2:10][CH2:9][O:8]2)[CH:6]=[CH:5][CH:4]=[CH:3][CH:2]=1.N1C=CC=CC=1.CN(C1C=CC=CN=1)C.[F:28][C:29]([F:42])([F:41])[S:30](O[S:30]([C:29]([F:42])([F:41])[F:28])(=[O:32])=[O:31])(=[O:32])=[O:31].